Dataset: Reaction yield outcomes from USPTO patents with 853,638 reactions. Task: Predict the reaction yield, written as a fraction of the theoretical maximum amount of product (1.0 means a 100% yield; for example, 0.34 means a 34% yield). (1) The reactants are Cl[C:2]1[N:10]=[C:9]([C:11]([F:14])([F:13])[F:12])[CH:8]=[CH:7][C:3]=1[C:4]([OH:6])=[O:5].[NH:15]1[CH2:19][CH2:18][CH2:17][CH2:16]1. No catalyst specified. The product is [N:15]1([C:2]2[N:10]=[C:9]([C:11]([F:14])([F:13])[F:12])[CH:8]=[CH:7][C:3]=2[C:4]([OH:6])=[O:5])[CH2:19][CH2:18][CH2:17][CH2:16]1. The yield is 0.950. (2) The catalyst is C(Cl)Cl. The product is [CH3:1][O:2][C:3]1[CH:8]=[CH:7][C:6]([CH2:9][CH:10]=[O:14])=[CH:5][CH:4]=1. The yield is 0.340. The reactants are [CH3:1][O:2][C:3]1[CH:8]=[CH:7][C:6]([CH:9](O)[CH3:10])=[CH:5][CH:4]=1.CC(OI1(OC(C)=O)(OC(C)=O)OC(=O)C2C=CC=CC1=2)=[O:14]. (3) The reactants are [F:1][C:2]1[C:7]([F:8])=[CH:6][CH:5]=[CH:4][C:3]=1[C@@H:9]1[CH2:19][CH2:18][C@@H:17]([O:20][Si](C(C)C)(C(C)C)C(C)C)[C:12]2=[N:13][CH:14]=[CH:15][CH:16]=[C:11]2[C@H:10]1[NH:31][C:32](=[O:38])[O:33][C:34]([CH3:37])([CH3:36])[CH3:35].O1CCCC1.C(=O)(O)[O-].[Na+]. The yield is 0.870. No catalyst specified. The product is [F:1][C:2]1[C:7]([F:8])=[CH:6][CH:5]=[CH:4][C:3]=1[C@@H:9]1[CH2:19][CH2:18][C@@H:17]([OH:20])[C:12]2=[N:13][CH:14]=[CH:15][CH:16]=[C:11]2[C@H:10]1[NH:31][C:32](=[O:38])[O:33][C:34]([CH3:36])([CH3:35])[CH3:37]. (4) The reactants are [N+:1]([CH2:4][CH2:5][C:6]([OH:8])=[O:7])([O-:3])=[O:2].[CH2:9](O)[CH3:10]. The catalyst is S(=O)(=O)(O)O. The product is [N+:1]([CH2:4][CH2:5][C:6]([O:8][CH2:9][CH3:10])=[O:7])([O-:3])=[O:2]. The yield is 0.690. (5) The reactants are [NH:1](C(OC(C)(C)C)=O)[CH2:2][C:3]([NH:5][CH2:6][C:7]([NH:9][C@H:10]([C:15]([OH:17])=[O:16])[CH2:11][CH:12]([CH3:14])[CH3:13])=[O:8])=[O:4].[CH3:25][N:26]1[C@@H:43]2[CH2:44][C:31]3[CH:32]=[CH:33][C:34]([O:45][CH3:46])=[C:35]4[O:36][C@H:37]5[C:38]([CH2:40][CH2:41][C@@H:42]2[C@:29]5([C:30]=34)[CH2:28][CH2:27]1)=[O:39].Cl. The catalyst is O1CCOCC1. The product is [CH3:14][CH:12]([CH2:11][C@H:10]([NH:9][C:7]([CH2:6][NH:5][C:3]([CH2:2][NH2:1])=[O:4])=[O:8])[C:15]([OH:17])=[O:16])[CH3:13].[CH3:25][N:26]1[C@@H:43]2[CH2:44][C:31]3[CH:32]=[CH:33][C:34]([O:45][CH3:46])=[C:35]4[O:36][C@H:37]5[C:38]([CH2:40][CH2:41][C@@H:42]2[C@:29]5([C:30]=34)[CH2:28][CH2:27]1)=[O:39]. The yield is 0.860. (6) The reactants are [CH3:1][O:2][C:3]([N:5]1[CH2:9][C@@H:8]([CH2:10][CH:11]([CH3:13])[CH3:12])[N:7]([CH:14]2[CH2:19][CH2:18][NH:17][CH2:16][CH2:15]2)[C:6]1=[O:20])=[O:4].[C:21]([O:25][C:26](=[O:45])[CH2:27][O:28][C:29]1[CH:34]=[CH:33][C:32]([S:35][C:36]2[CH:41]=[CH:40][C:39]([CH:42]=O)=[C:38]([CH3:44])[N:37]=2)=[CH:31][CH:30]=1)([CH3:24])([CH3:23])[CH3:22].C(O[BH-](OC(=O)C)OC(=O)C)(=O)C.[Na+]. The catalyst is C(Cl)Cl. The product is [CH3:1][O:2][C:3]([N:5]1[CH2:9][C@@H:8]([CH2:10][CH:11]([CH3:13])[CH3:12])[N:7]([CH:14]2[CH2:15][CH2:16][N:17]([CH2:42][C:39]3[C:38]([CH3:44])=[N:37][C:36]([S:35][C:32]4[CH:33]=[CH:34][C:29]([O:28][CH2:27][C:26]([O:25][C:21]([CH3:23])([CH3:22])[CH3:24])=[O:45])=[CH:30][CH:31]=4)=[CH:41][CH:40]=3)[CH2:18][CH2:19]2)[C:6]1=[O:20])=[O:4]. The yield is 0.840. (7) The reactants are Br[C:2]1[CH:22]=[CH:21][C:5]2[C:6]([O:19][CH3:20])=[C:7]([C:9]([C:11]3[CH:16]=[CH:15][C:14]([Cl:17])=[CH:13][C:12]=3[Cl:18])=[O:10])[O:8][C:4]=2[CH:3]=1.CC1(C)C(C)(C)OB([C:31]2[CH:32]=[C:33]([CH:40]=[CH:41][CH:42]=2)[CH2:34][NH:35][S:36]([CH3:39])(=[O:38])=[O:37])O1.C(=O)([O-])[O-].[Na+].[Na+]. The catalyst is C1(C)C=CC=CC=1.C(O)C.CCOC(C)=O.C1C=CC(P(C2C=CC=CC=2)[C-]2C=CC=C2)=CC=1.C1C=CC(P(C2C=CC=CC=2)[C-]2C=CC=C2)=CC=1.Cl[Pd]Cl.[Fe+2]. The product is [Cl:18][C:12]1[CH:13]=[C:14]([Cl:17])[CH:15]=[CH:16][C:11]=1[C:9]([C:7]1[O:8][C:4]2[CH:3]=[C:2]([C:31]3[CH:32]=[C:33]([CH:40]=[CH:41][CH:42]=3)[CH2:34][NH:35][S:36]([CH3:39])(=[O:38])=[O:37])[CH:22]=[CH:21][C:5]=2[C:6]=1[O:19][CH3:20])=[O:10]. The yield is 0.290. (8) The reactants are [F:1][C:2]1[CH:3]=[CH:4][C:5]([O:13][CH2:14][CH2:15][CH3:16])=[C:6]([CH2:8][CH2:9][C:10]([OH:12])=O)[CH:7]=1.[CH:17]([NH:20][NH:21][C:22](=[O:29])[C:23]1[CH:28]=[CH:27][CH:26]=[CH:25][CH:24]=1)([CH3:19])[CH3:18].C(N(C(C)C)CC)(C)C.C1CN([P+](Br)(N2CCCC2)N2CCCC2)CC1.F[P-](F)(F)(F)(F)F. The catalyst is CN(C=O)C. The product is [F:1][C:2]1[CH:3]=[CH:4][C:5]([O:13][CH2:14][CH2:15][CH3:16])=[C:6]([CH2:8][CH2:9][C:10]([N:20]([CH:17]([CH3:19])[CH3:18])[NH:21][C:22](=[O:29])[C:23]2[CH:28]=[CH:27][CH:26]=[CH:25][CH:24]=2)=[O:12])[CH:7]=1. The yield is 0.300.